From a dataset of Reaction yield outcomes from USPTO patents with 853,638 reactions. Predict the reaction yield, written as a fraction of the theoretical maximum amount of product (1.0 means a 100% yield; for example, 0.34 means a 34% yield). (1) The reactants are [OH:1][C:2]1[CH:3]=[C:4]([CH:9]=[CH:10][C:11]=1[O:12][CH3:13])[CH:5]=[CH:6][CH:7]=[O:8]. The catalyst is CO. The product is [OH:1][C:2]1[CH:3]=[C:4]([CH2:5][CH2:6][CH:7]=[O:8])[CH:9]=[CH:10][C:11]=1[O:12][CH3:13]. The yield is 0.780. (2) The reactants are [S:1]1[CH:5]=[CH:4][C:3]([CH2:6][C:7]([OH:9])=O)=[CH:2]1.C(Cl)(=O)[C:11]([Cl:13])=O.[N+](=C)=[N-].Cl. No catalyst specified. The product is [Cl:13][CH2:11][C:7](=[O:9])[CH2:6][C:3]1[CH:4]=[CH:5][S:1][CH:2]=1. The yield is 1.00.